The task is: Predict the product of the given reaction.. This data is from Forward reaction prediction with 1.9M reactions from USPTO patents (1976-2016). (1) Given the reactants [C:1]([O:5][CH2:6][CH:7]([NH:11][CH2:12][CH2:13][C:14]#[N:15])[C:8]([OH:10])=[O:9])([CH3:4])([CH3:3])[CH3:2].C(N(CC)CC)C.[C:23](O[C:23]([O:25][C:26]([CH3:29])([CH3:28])[CH3:27])=[O:24])([O:25][C:26]([CH3:29])([CH3:28])[CH3:27])=[O:24], predict the reaction product. The product is: [C:1]([O:5][CH2:6][CH:7]([N:11]([C:23]([O:25][C:26]([CH3:29])([CH3:28])[CH3:27])=[O:24])[CH2:12][CH2:13][C:14]#[N:15])[C:8]([OH:10])=[O:9])([CH3:3])([CH3:4])[CH3:2]. (2) Given the reactants [CH2:1]([O:8][C:9]1[CH:10]=[C:11]([CH:14]=[CH:15][C:16]=1[N+:17]([O-:19])=[O:18])[CH:12]=[O:13])[C:2]1[CH:7]=[CH:6][CH:5]=[CH:4][CH:3]=1.[BH4-].[Na+], predict the reaction product. The product is: [CH2:1]([O:8][C:9]1[CH:10]=[C:11]([CH2:12][OH:13])[CH:14]=[CH:15][C:16]=1[N+:17]([O-:19])=[O:18])[C:2]1[CH:3]=[CH:4][CH:5]=[CH:6][CH:7]=1. (3) Given the reactants Br[C:2]1[CH:3]=[N:4][C:5]([CH3:13])=[C:6]2[C:11]=1[NH:10][C:9](=[O:12])[CH:8]=[CH:7]2.[CH3:14][N:15]1[CH:19]=[C:18]([C:20]2[CH:25]=[CH:24][C:23](B3OC(C)(C)C(C)(C)O3)=[CH:22][CH:21]=2)[CH:17]=[N:16]1.C(=O)([O-])[O-].[Na+].[Na+], predict the reaction product. The product is: [CH3:13][C:5]1[N:4]=[CH:3][C:2]([C:23]2[CH:22]=[CH:21][C:20]([C:18]3[CH:17]=[N:16][N:15]([CH3:14])[CH:19]=3)=[CH:25][CH:24]=2)=[C:11]2[C:6]=1[CH:7]=[CH:8][C:9](=[O:12])[NH:10]2. (4) Given the reactants [CH3:1][O:2][C:3]1[CH:4]=[CH:5][CH:6]=[C:7]2[C:12]=1[N:11]=[C:10]([CH3:13])[CH:9]=[CH:8]2.[CH2:14]([Li])CCC.IC.[Cl-].[NH4+], predict the reaction product. The product is: [CH2:13]([C:10]1[CH:9]=[CH:8][C:7]2[C:12](=[C:3]([O:2][CH3:1])[CH:4]=[CH:5][CH:6]=2)[N:11]=1)[CH3:14]. (5) Given the reactants [Br:1]Br.[C:3](=[O:20])([O:9][C:10]1[CH:19]=[C:18]2[C:13]([CH:14]=[CH:15][CH:16]=[N:17]2)=[CH:12][CH:11]=1)[O:4][C:5]([CH3:8])([CH3:7])[CH3:6].N1C=CC=CC=1, predict the reaction product. The product is: [C:3](=[O:20])([O:4][C:5]([CH3:8])([CH3:7])[CH3:6])[O:9][C:10]1[CH:19]=[C:18]2[C:13]([CH:14]=[C:15]([Br:1])[CH:16]=[N:17]2)=[CH:12][CH:11]=1. (6) Given the reactants [NH2:1][CH2:2][C:3]1[CH:8]=[CH:7][CH:6]=[CH:5][C:4]=1[CH2:9][C@@H:10]([O:16][C:17]1[C:18]2[C:25]([C:26]3[CH:31]=[CH:30][C:29]([O:32][CH2:33][CH2:34][N:35]4[CH2:40][CH2:39][N:38]([CH3:41])[CH2:37][CH2:36]4)=[C:28]([Cl:42])[C:27]=3[CH3:43])=[C:24]([C:44]3[O:45][CH:46]=[CH:47][CH:48]=3)[S:23][C:19]=2[N:20]=[CH:21][N:22]=1)[C:11]([O:13][CH2:14][CH3:15])=[O:12].C(N(CC)CC)C.[C:56](Cl)(=[O:58])[CH3:57], predict the reaction product. The product is: [C:56]([NH:1][CH2:2][C:3]1[CH:8]=[CH:7][CH:6]=[CH:5][C:4]=1[CH2:9][C@@H:10]([O:16][C:17]1[C:18]2[C:25]([C:26]3[CH:31]=[CH:30][C:29]([O:32][CH2:33][CH2:34][N:35]4[CH2:40][CH2:39][N:38]([CH3:41])[CH2:37][CH2:36]4)=[C:28]([Cl:42])[C:27]=3[CH3:43])=[C:24]([C:44]3[O:45][CH:46]=[CH:47][CH:48]=3)[S:23][C:19]=2[N:20]=[CH:21][N:22]=1)[C:11]([O:13][CH2:14][CH3:15])=[O:12])(=[O:58])[CH3:57]. (7) Given the reactants [N+:1]([C:4]1[CH:21]=[CH:20][C:7]2[CH2:8][CH2:9][N:10]([C:13]([O:15][C:16]([CH3:19])([CH3:18])[CH3:17])=[O:14])[CH2:11][CH2:12][C:6]=2[CH:5]=1)([O-])=O, predict the reaction product. The product is: [NH2:1][C:4]1[CH:21]=[CH:20][C:7]2[CH2:8][CH2:9][N:10]([C:13]([O:15][C:16]([CH3:17])([CH3:19])[CH3:18])=[O:14])[CH2:11][CH2:12][C:6]=2[CH:5]=1. (8) Given the reactants [CH2:1]([C:4]1[CH:12]=[CH:11][C:7]([C:8]([OH:10])=[O:9])=[CH:6][C:5]=1[C:13]([OH:15])=[O:14])[CH:2]=[CH2:3].C(=O)([O-])[O-].[Na+].[Na+], predict the reaction product. The product is: [CH3:3][C:2]1[O:14][C:13](=[O:15])[C:5]2[C:4]([CH:1]=1)=[CH:12][CH:11]=[C:7]([C:8]([OH:10])=[O:9])[CH:6]=2. (9) Given the reactants FC1C=CC(CN2[C@@H](C)CN(C3SC(C(OCC)=O)=C(C)N=3)C2=O)=CC=1.[F:27][C:28]1[CH:52]=[CH:51][C:31]([CH2:32][N:33]2[CH2:37][C@H:36]([CH3:38])[N:35]([C:39]3[S:40][C:41]([C:45]([O:47]CC)=[O:46])=[C:42]([CH3:44])[N:43]=3)[C:34]2=[O:50])=[CH:30][CH:29]=1, predict the reaction product. The product is: [F:27][C:28]1[CH:29]=[CH:30][C:31]([CH2:32][N:33]2[CH2:37][C@H:36]([CH3:38])[N:35]([C:39]3[S:40][C:41]([C:45]([OH:47])=[O:46])=[C:42]([CH3:44])[N:43]=3)[C:34]2=[O:50])=[CH:51][CH:52]=1.